Dataset: Catalyst prediction with 721,799 reactions and 888 catalyst types from USPTO. Task: Predict which catalyst facilitates the given reaction. (1) Reactant: [C:1]1([N:7]2[CH:12]=[CH:11][C:10](=[O:13])[C:9]([C:14]3[N:15]([C:19]4[CH:24]=[CH:23][CH:22]=[C:21]([C:25]#[C:26][Si](C)(C)C)[CH:20]=4)[N:16]=[CH:17][CH:18]=3)=[N:8]2)[CH:6]=[CH:5][CH:4]=[CH:3][CH:2]=1.CCCC[N+](CCCC)(CCCC)CCCC.O.O.O.[F-]. Product: [C:25]([C:21]1[CH:20]=[C:19]([N:15]2[C:14]([C:9]3[C:10](=[O:13])[CH:11]=[CH:12][N:7]([C:1]4[CH:6]=[CH:5][CH:4]=[CH:3][CH:2]=4)[N:8]=3)=[CH:18][CH:17]=[N:16]2)[CH:24]=[CH:23][CH:22]=1)#[CH:26]. The catalyst class is: 1. (2) Reactant: C([O:3][C:4](=[O:29])[CH2:5][C:6]1[N:7]=[C:8]([NH:11][C:12](=[O:28])[CH:13]([C:20]2[CH:25]=[CH:24][C:23]([Cl:26])=[C:22]([Cl:27])[CH:21]=2)[CH2:14][CH:15]2[CH2:19][CH2:18][CH2:17][CH2:16]2)[S:9][CH:10]=1)C.[OH-].[Na+]. Product: [CH:15]1([CH2:14][CH:13]([C:20]2[CH:25]=[CH:24][C:23]([Cl:26])=[C:22]([Cl:27])[CH:21]=2)[C:12]([NH:11][C:8]2[S:9][CH:10]=[C:6]([CH2:5][C:4]([OH:29])=[O:3])[N:7]=2)=[O:28])[CH2:19][CH2:18][CH2:17][CH2:16]1. The catalyst class is: 8. (3) Reactant: [CH3:1][O:2][C:3](=[O:21])[C:4]1[CH:9]=[CH:8][C:7]([C:10]2[CH:15]=[CH:14][C:13]([C:16]([F:19])([F:18])[F:17])=[CH:12][CH:11]=2)=[N:6][C:5]=1[CH3:20].[Br:22]N1C(=O)CCC1=O.C(OOC(=O)C1C=CC=CC=1)(=O)C1C=CC=CC=1. Product: [CH3:1][O:2][C:3](=[O:21])[C:4]1[CH:9]=[CH:8][C:7]([C:10]2[CH:15]=[CH:14][C:13]([C:16]([F:17])([F:18])[F:19])=[CH:12][CH:11]=2)=[N:6][C:5]=1[CH2:20][Br:22]. The catalyst class is: 53. (4) Reactant: [Cl:1][C:2]1[C:7]([CH2:8][C:9](O)=[O:10])=[C:6]([N:12]([CH3:14])[CH3:13])[N:5]=[C:4]([CH2:15][C:16]2[CH:21]=[CH:20][C:19]([NH:22][C:23]([C:25]3[CH:34]=[CH:33][C:32]4[C:27](=[CH:28][CH:29]=[CH:30][CH:31]=4)[CH:26]=3)=[O:24])=[CH:18][CH:17]=2)[N:3]=1.C(N1C=CN=C1)([N:37]1C=CN=C1)=O.N. Product: [NH2:37][C:9](=[O:10])[CH2:8][C:7]1[C:2]([Cl:1])=[N:3][C:4]([CH2:15][C:16]2[CH:21]=[CH:20][C:19]([NH:22][C:23]([C:25]3[CH:34]=[CH:33][C:32]4[C:27](=[CH:28][CH:29]=[CH:30][CH:31]=4)[CH:26]=3)=[O:24])=[CH:18][CH:17]=2)=[N:5][C:6]=1[N:12]([CH3:14])[CH3:13]. The catalyst class is: 1.